The task is: Predict which catalyst facilitates the given reaction.. This data is from Catalyst prediction with 721,799 reactions and 888 catalyst types from USPTO. (1) Reactant: [CH2:1]([N:3]1[C:7]2[CH:8]=[CH:9][C:10]([C:12]([OH:14])=O)=[CH:11][C:6]=2[N:5]=[C:4]1[NH:15][C:16]1[S:17][C:18]2[CH:24]=[C:23]([C:25]([F:28])([F:27])[F:26])[CH:22]=[CH:21][C:19]=2[N:20]=1)[CH3:2].[CH2:29]([O:31][CH2:32][CH2:33][NH2:34])[CH3:30].CN(C(ON1N=NC2C=CC=CC1=2)=[N+](C)C)C.F[P-](F)(F)(F)(F)F.CCN(C(C)C)C(C)C. The catalyst class is: 3. Product: [CH2:29]([O:31][CH2:32][CH2:33][NH:34][C:12]([C:10]1[CH:9]=[CH:8][C:7]2[N:3]([CH2:1][CH3:2])[C:4]([NH:15][C:16]3[S:17][C:18]4[CH:24]=[C:23]([C:25]([F:26])([F:28])[F:27])[CH:22]=[CH:21][C:19]=4[N:20]=3)=[N:5][C:6]=2[CH:11]=1)=[O:14])[CH3:30]. (2) Reactant: Cl.O[CH:3]([C:22]1[CH:23]=[N:24][CH:25]=[CH:26][C:27]=1[NH:28][C:29](=[O:34])C(C)(C)C)[CH:4]([CH:9]1[CH2:14][CH2:13][N:12](C(OC(C)(C)C)=O)[CH2:11][CH2:10]1)C(OC)=O. Product: [NH:12]1[CH2:11][CH2:10][CH:9]([C:4]2[C:29](=[O:34])[NH:28][C:27]3[C:22]([CH:3]=2)=[CH:23][N:24]=[CH:25][CH:26]=3)[CH2:14][CH2:13]1. The catalyst class is: 6.